Dataset: Reaction yield outcomes from USPTO patents with 853,638 reactions. Task: Predict the reaction yield, written as a fraction of the theoretical maximum amount of product (1.0 means a 100% yield; for example, 0.34 means a 34% yield). (1) The reactants are N1C=[CH:5][CH:4]=[C:3]([CH2:7][NH:8][C:9]2[C:10]([C:15]([OH:17])=O)=[N:11][CH:12]=[CH:13][CH:14]=2)[CH:2]=1.[NH2:18][C:19]1[CH:20]=[C:21]2[C:25](=[CH:26][CH:27]=1)[NH:24][N:23]=[CH:22]2.[CH3:28][N:29]1CCOCC1.F[P-](F)(F)(F)(F)F.N1(OC(N(C)C)=[N+](C)C)C2N=CC=CC=2N=N1. The catalyst is CN(C)C=O.C(=O)([O-])O.[Na+]. The product is [NH:24]1[C:25]2[C:21](=[CH:20][C:19]([NH:18][C:15]([C:10]3[C:9]([NH:8][CH2:7][C:3]4[CH:2]=[CH:28][N:29]=[CH:5][CH:4]=4)=[CH:14][CH:13]=[CH:12][N:11]=3)=[O:17])=[CH:27][CH:26]=2)[CH:22]=[N:23]1. The yield is 0.270. (2) The reactants are [S:1]1[C:5]2[CH:6]=[CH:7][CH:8]=[CH:9][C:4]=2[N:3]=[C:2]1[NH:10][NH2:11].C([O:14][C:15](=O)[CH2:16][C:17]([C:19]1[CH:24]=[CH:23][CH:22]=[C:21]([I:25])[CH:20]=1)=O)C.O. The product is [S:1]1[C:5]2[CH:6]=[CH:7][CH:8]=[CH:9][C:4]=2[N:3]=[C:2]1[N:10]1[C:15](=[O:14])[CH:16]=[C:17]([C:19]2[CH:24]=[CH:23][CH:22]=[C:21]([I:25])[CH:20]=2)[NH:11]1. The yield is 0.860. The catalyst is CCO. (3) The reactants are [CH2:1]([O:8][C:9]1[C:10]([F:20])=[CH:11][C:12](I)=[C:13]2[C:18]=1[N:17]=[CH:16][CH:15]=[CH:14]2)[C:2]1[CH:7]=[CH:6][CH:5]=[CH:4][CH:3]=1.[CH:21]1([SH:26])[CH2:25][CH2:24][CH2:23][CH2:22]1.C(=O)([O-])[O-].[Cs+].[Cs+]. The catalyst is O1CCOCC1.CC1(C)C2C(=C(P(C3C=CC=CC=3)C3C=CC=CC=3)C=CC=2)OC2C(P(C3C=CC=CC=3)C3C=CC=CC=3)=CC=CC1=2. The product is [CH2:1]([O:8][C:9]1[C:10]([F:20])=[CH:11][C:12]([S:26][CH:21]2[CH2:25][CH2:24][CH2:23][CH2:22]2)=[C:13]2[C:18]=1[N:17]=[CH:16][CH:15]=[CH:14]2)[C:2]1[CH:7]=[CH:6][CH:5]=[CH:4][CH:3]=1. The yield is 0.960.